Dataset: Forward reaction prediction with 1.9M reactions from USPTO patents (1976-2016). Task: Predict the product of the given reaction. (1) Given the reactants [CH3:1][N:2]([CH3:7])[CH2:3][CH2:4][NH:5][CH3:6].Cl[C:9]1[N:14]=[C:13]([Cl:15])[N:12]=[C:11]2[N:16]([CH3:19])[N:17]=[CH:18][C:10]=12, predict the reaction product. The product is: [Cl:15][C:13]1[N:12]=[C:11]2[N:16]([CH3:19])[N:17]=[CH:18][C:10]2=[C:9]([N:5]([CH3:6])[CH2:4][CH2:3][N:2]([CH3:7])[CH3:1])[N:14]=1. (2) Given the reactants [NH2:1][C:2]1[CH:3]=[CH:4][C:5]2[O:10][CH2:9][C@H:8]([CH2:11][O:12][S:13]([C:16]3[CH:21]=[CH:20][C:19]([CH3:22])=[CH:18][CH:17]=3)(=[O:15])=[O:14])[O:7][C:6]=2[C:23]=1[CH:24]=[N:25]O.[CH:27](OCC)(OCC)OCC, predict the reaction product. The product is: [O:7]1[C:6]2=[C:23]3[C:2](=[CH:3][CH:4]=[C:5]2[O:10][CH2:9][CH:8]1[CH2:11][O:12][S:13]([C:16]1[CH:17]=[CH:18][C:19]([CH3:22])=[CH:20][CH:21]=1)(=[O:14])=[O:15])[N:1]=[CH:27][N:25]=[CH:24]3. (3) The product is: [F:1][C:2]1[CH:7]=[C:6]([F:8])[CH:5]=[CH:4][C:3]=1[C:9]1[N:10]=[N:11][N:12]([C@@H:14]2[CH2:18][N:17]([CH2:39][C:38]3[CH:41]=[CH:42][CH:43]=[C:36]([F:35])[CH:37]=3)[C@H:16]([C:19]([N:21]3[CH2:22][CH2:23][N:24]([C:27]4[CH:34]=[CH:33][CH:32]=[CH:31][C:28]=4[C:29]#[N:30])[CH2:25][CH2:26]3)=[O:20])[CH2:15]2)[N:13]=1. Given the reactants [F:1][C:2]1[CH:7]=[C:6]([F:8])[CH:5]=[CH:4][C:3]=1[C:9]1[N:10]=[N:11][N:12]([CH:14]2[CH2:18][NH:17][CH:16]([C:19]([N:21]3[CH2:26][CH2:25][N:24]([C:27]4[CH:34]=[CH:33][CH:32]=[CH:31][C:28]=4[C:29]#[N:30])[CH2:23][CH2:22]3)=[O:20])[CH2:15]2)[N:13]=1.[F:35][C:36]1[CH:37]=[C:38]([CH:41]=[CH:42][CH:43]=1)[CH:39]=O, predict the reaction product. (4) The product is: [CH:18]([C:17]1[CH:20]=[CH:21][CH:22]=[CH:23][C:16]=1[C:9](=[O:10])[CH3:8])=[CH2:19]. Given the reactants C([Li])CCC.BrC1C=CC=C[C:8]=1[CH:9]=[O:10].Br[C:16]1[CH:23]=[CH:22][CH:21]=[CH:20][C:17]=1[CH:18]=[CH2:19].[Mg].[Br-].C(OC(=O)C)(=O)C.C(=O)=O.C(O)(C)C, predict the reaction product. (5) Given the reactants [H-].[Na+].[N+:3]([C:6]1[CH:14]=[CH:13][CH:12]=[C:11]2[C:7]=1[CH:8]=[N:9][NH:10]2)([O-:5])=[O:4].Cl[C:16]([O:18][CH3:19])=[O:17].O, predict the reaction product. The product is: [N+:3]([C:6]1[CH:14]=[CH:13][CH:12]=[C:11]2[C:7]=1[CH:8]=[N:9][N:10]2[C:16]([O:18][CH3:19])=[O:17])([O-:5])=[O:4]. (6) Given the reactants N[C:2]1[CH:7]=[C:6]([N+:8]([O-:10])=[O:9])[CH:5]=[CH:4][C:3]=1[N:11]1[CH2:16][CH2:15][N:14]([C:17]([C:19]2[CH:24]=[CH:23][CH:22]=[CH:21][CH:20]=2)=[O:18])[CH2:13][CH2:12]1.C=O.[CH3:27]COCC.C=O.O.[C:35]([BH3-])#[N:36].[Na+], predict the reaction product. The product is: [CH3:27][N:36]([CH3:35])[C:2]1[CH:7]=[C:6]([N+:8]([O-:10])=[O:9])[CH:5]=[CH:4][C:3]=1[N:11]1[CH2:16][CH2:15][N:14]([C:17]([C:19]2[CH:24]=[CH:23][CH:22]=[CH:21][CH:20]=2)=[O:18])[CH2:13][CH2:12]1. (7) Given the reactants [N:1]([C:4]1[CH:9]=[CH:8][C:7]([S:10]([NH2:13])(=[O:12])=[O:11])=[CH:6][CH:5]=1)=[C:2]=[S:3].[F:14][C:15]1[CH:21]=[C:20]([I:22])[CH:19]=[CH:18][C:16]=1[NH2:17], predict the reaction product. The product is: [F:14][C:15]1[CH:21]=[C:20]([I:22])[CH:19]=[CH:18][C:16]=1[NH:17][C:2](=[S:3])[NH:1][C:4]1[CH:5]=[CH:6][C:7]([S:10]([NH2:13])(=[O:11])=[O:12])=[CH:8][CH:9]=1. (8) Given the reactants C(O)C.[Na].[C:5]1([CH2:11][C:12](=[NH:14])[NH2:13])[CH:10]=[CH:9][CH:8]=[CH:7][CH:6]=1.[CH2:15]([N:22]1[CH2:28][CH2:27][C:26](=O)[CH:25]([C:30](OCC)=[O:31])[CH2:24][CH2:23]1)[C:16]1[CH:21]=[CH:20][CH:19]=[CH:18][CH:17]=1, predict the reaction product. The product is: [CH2:11]([C:12]1[NH:14][C:30](=[O:31])[C:25]2[CH2:24][CH2:23][N:22]([CH2:15][C:16]3[CH:17]=[CH:18][CH:19]=[CH:20][CH:21]=3)[CH2:28][CH2:27][C:26]=2[N:13]=1)[C:5]1[CH:10]=[CH:9][CH:8]=[CH:7][CH:6]=1. (9) Given the reactants [CH3:1][O:2][C:3](=[O:15])[CH2:4][C:5]1[CH:10]=[C:9]([N+:11]([O-])=O)[CH:8]=[CH:7][C:6]=1[CH3:14], predict the reaction product. The product is: [NH2:11][C:9]1[CH:8]=[CH:7][C:6]([CH3:14])=[C:5]([CH2:4][C:3]([O:2][CH3:1])=[O:15])[CH:10]=1. (10) The product is: [CH3:1][O:2][C:3]1[CH:11]=[C:10]2[C:9](=[CH:5][CH:4]=1)[NH:8][C:7]([CH3:12])=[C:6]2[CH2:13][C:14]([NH:16][CH:17]([CH2:21][CH2:22][CH2:23][CH2:24][CH2:25][C:26]([C:28]1[O:29][CH:30]=[CH:31][N:32]=1)=[O:27])[C:18]([NH:93][CH2:92][CH2:91][C:90]1[C:89]2[C:84](=[CH:85][CH:86]=[CH:87][CH:88]=2)[NH:83][C:82]=1[C:76]1[CH:81]=[CH:80][CH:79]=[CH:78][CH:77]=1)=[O:19])=[O:15]. Given the reactants [CH3:1][O:2][C:3]1[CH:4]=[C:5]2[C:9](=[CH:10][CH:11]=1)[NH:8][C:7]([CH3:12])=[C:6]2[CH2:13][C:14]([NH:16][CH:17]([CH2:21][CH2:22][CH2:23][CH2:24][CH2:25][C:26]([C:28]1[O:29][CH:30]=[CH:31][N:32]=1)=[O:27])[C:18](O)=[O:19])=[O:15].C1C=CC2N(O)N=NC=2C=1.C1CN([P+](ON2N=NC3C=CC=CC2=3)(N2CCCC2)N2CCCC2)CC1.F[P-](F)(F)(F)(F)F.[C:76]1([C:82]2[NH:83][C:84]3[C:89]([C:90]=2[CH2:91][CH2:92][NH2:93])=[CH:88][CH:87]=[CH:86][CH:85]=3)[CH:81]=[CH:80][CH:79]=[CH:78][CH:77]=1, predict the reaction product.